Task: Predict the reactants needed to synthesize the given product.. Dataset: Full USPTO retrosynthesis dataset with 1.9M reactions from patents (1976-2016) (1) The reactants are: [Br-:1].[Na+].CN(C=O)C.S([C:12]1[CH:18]=[CH:17][C:15]([CH3:16])=[CH:14][CH:13]=1)([O-])(=O)=O. Given the product [Br:1][CH2:13][CH2:14][CH:15]([CH3:16])[CH2:17][CH2:18][CH2:12][CH2:17][CH2:18][CH2:12][CH2:13][CH2:14][CH3:15], predict the reactants needed to synthesize it. (2) Given the product [CH3:1][C:2]1[CH:7]=[C:6]([CH3:8])[NH:5][C:4](=[O:9])[C:3]=1[CH2:10][NH:11][C:12]([C:14]1[C:15]([CH3:35])=[C:16]([C:19](=[C:22]2[CH2:23][CH2:24][NH:25][CH2:26][CH2:27]2)[CH2:20][CH3:21])[S:17][CH:18]=1)=[O:13], predict the reactants needed to synthesize it. The reactants are: [CH3:1][C:2]1[CH:7]=[C:6]([CH3:8])[NH:5][C:4](=[O:9])[C:3]=1[CH2:10][NH:11][C:12]([C:14]1[C:15]([CH3:35])=[C:16]([C:19](=[C:22]2[CH2:27][CH2:26][N:25](C(OC(C)(C)C)=O)[CH2:24][CH2:23]2)[CH2:20][CH3:21])[S:17][CH:18]=1)=[O:13].Cl.O1CCOCC1. (3) Given the product [OH:17][C:18]1[CH:23]=[CH:22][C:21]([C:2]2[CH:3]=[C:4]3[C:9](=[CH:10][CH:11]=2)[N:8]=[C:7]([C:12]([O:14][CH2:15][CH3:16])=[O:13])[CH:6]=[CH:5]3)=[CH:20][C:19]=1[CH3:27], predict the reactants needed to synthesize it. The reactants are: Br[C:2]1[CH:3]=[C:4]2[C:9](=[CH:10][CH:11]=1)[N:8]=[C:7]([C:12]([O:14][CH2:15][CH3:16])=[O:13])[CH:6]=[CH:5]2.[OH:17][C:18]1[CH:23]=[CH:22][C:21](B(O)O)=[CH:20][C:19]=1[CH3:27].C1(P(C2C=CC=CC=2)C2C=CC=CC=2)C=CC=CC=1.P([O-])([O-])([O-])=O.[K+].[K+].[K+]. (4) Given the product [C:24]([C:22]1[CH:21]=[CH:20][C:19]([O:27][CH:28]([CH3:30])[CH3:29])=[C:18]([NH:17][C:14]2[S:15][CH:16]=[C:12]([C:8]3[S:7][C:6]([C:4]([OH:5])=[O:3])=[N:10][C:9]=3[CH3:11])[N:13]=2)[CH:23]=1)(=[O:26])[NH2:25], predict the reactants needed to synthesize it. The reactants are: C([O:3][C:4]([C:6]1[S:7][C:8]([C:12]2[N:13]=[C:14]([NH:17][C:18]3[CH:23]=[C:22]([C:24](=[O:26])[NH2:25])[CH:21]=[CH:20][C:19]=3[O:27][CH:28]([CH3:30])[CH3:29])[S:15][CH:16]=2)=[C:9]([CH3:11])[N:10]=1)=[O:5])C.Br.[OH-].[Na+]. (5) Given the product [C:1]([O:5][C:6](=[O:20])[CH2:7][N:8]1[C:13](=[O:14])[C:12]2[N:15]=[CH:16][CH:17]=[CH:18][C:11]=2[N:10]([CH2:22][C:23](=[O:24])[NH:25][C:26]2[CH:31]=[C:30]([Cl:32])[C:29]([O:33][CH3:34])=[CH:28][C:27]=2[O:35][CH3:36])[C:9]1=[O:19])([CH3:4])([CH3:2])[CH3:3], predict the reactants needed to synthesize it. The reactants are: [C:1]([O:5][C:6](=[O:20])[CH2:7][N:8]1[C:13](=[O:14])[C:12]2[N:15]=[CH:16][CH:17]=[CH:18][C:11]=2[NH:10][C:9]1=[O:19])([CH3:4])([CH3:3])[CH3:2].Br[CH2:22][C:23]([NH:25][C:26]1[CH:31]=[C:30]([Cl:32])[C:29]([O:33][CH3:34])=[CH:28][C:27]=1[O:35][CH3:36])=[O:24].C([O-])([O-])=O.[Cs+].[Cs+].CN(C=O)C.